Predict the reactants needed to synthesize the given product. From a dataset of Full USPTO retrosynthesis dataset with 1.9M reactions from patents (1976-2016). (1) Given the product [NH:15]1[CH2:16][CH:17]([C:19]([N:21]2[CH2:22][CH2:23][CH2:24][CH2:25]2)=[O:20])[CH2:18]1, predict the reactants needed to synthesize it. The reactants are: C(O)(C(F)(F)F)=O.C(OC([N:15]1[CH2:18][CH:17]([C:19]([N:21]2[CH2:25][CH2:24][CH2:23][CH2:22]2)=[O:20])[CH2:16]1)=O)(C)(C)C. (2) Given the product [Br-:31].[OH:10][C:9]([C:11]1[CH:15]=[CH:14][S:13][CH:12]=1)([C:16]1[CH:20]=[CH:19][S:18][CH:17]=1)[C:4]12[CH2:7][CH2:8][N+:1]([CH2:30][CH2:29][CH2:28][O:27][C:21]3[CH:26]=[CH:25][CH:24]=[CH:23][CH:22]=3)([CH2:6][CH2:5]1)[CH2:2][CH2:3]2, predict the reactants needed to synthesize it. The reactants are: [N:1]12[CH2:8][CH2:7][C:4]([C:9]([C:16]3[CH:20]=[CH:19][S:18][CH:17]=3)([C:11]3[CH:15]=[CH:14][S:13][CH:12]=3)[OH:10])([CH2:5][CH2:6]1)[CH2:3][CH2:2]2.[C:21]1([O:27][CH2:28][CH2:29][CH2:30][Br:31])[CH:26]=[CH:25][CH:24]=[CH:23][CH:22]=1. (3) Given the product [F:1][C:2]1[CH:26]=[CH:25][C:5]2[N:6]=[C:7]([N:18]3[CH2:19][CH2:20][N:21]([CH3:24])[CH2:22][CH2:23]3)[C:8]3[C:13]4[CH:14]=[CH:15][CH:16]=[CH:17][C:12]=4[S:11][C:9]=3[NH:10][C:4]=2[C:3]=1[OH:27], predict the reactants needed to synthesize it. The reactants are: [F:1][C:2]1[CH:26]=[CH:25][C:5]2[N:6]=[C:7]([N:18]3[CH2:23][CH2:22][N:21]([CH3:24])[CH2:20][CH2:19]3)[C:8]3[C:13]4[CH:14]=[CH:15][CH:16]=[CH:17][C:12]=4[S:11][C:9]=3[NH:10][C:4]=2[C:3]=1[O:27]C.C(S)(S)C.[Cl-].[Al+3].[Cl-].[Cl-]. (4) Given the product [CH2:1]([O:8][C:9]1[C:10]([C:32]([N:45]([CH2:44][CH2:43][O:42][Si:35]([C:38]([CH3:40])([CH3:39])[CH3:41])([CH3:36])[CH3:37])[CH:46]([CH3:47])[CH3:48])=[O:34])=[N:11][C:12]([CH2:16][C:17]2([C:22]3[CH:27]=[CH:26][CH:25]=[C:24]([C:28]([F:31])([F:30])[F:29])[CH:23]=3)[CH2:18][CH2:19][CH2:20][CH2:21]2)=[N:13][C:14]=1[OH:15])[C:2]1[CH:3]=[CH:4][CH:5]=[CH:6][CH:7]=1, predict the reactants needed to synthesize it. The reactants are: [CH2:1]([O:8][C:9]1[C:10]([C:32]([OH:34])=O)=[N:11][C:12]([CH2:16][C:17]2([C:22]3[CH:27]=[CH:26][CH:25]=[C:24]([C:28]([F:31])([F:30])[F:29])[CH:23]=3)[CH2:21][CH2:20][CH2:19][CH2:18]2)=[N:13][C:14]=1[OH:15])[C:2]1[CH:7]=[CH:6][CH:5]=[CH:4][CH:3]=1.[Si:35]([O:42][CH2:43][CH2:44][NH:45][CH:46]([CH3:48])[CH3:47])([C:38]([CH3:41])([CH3:40])[CH3:39])([CH3:37])[CH3:36].[Si](OCCN(C(C)C)C(C1C(OCC2C=CC=CC=2)=C(O)N=C(CC2(C3C=CC(C(F)(F)F)=CC=3)CCCC2)N=1)=O)(C(C)(C)C)(C)C. (5) Given the product [Br:9][C:10]1[S:11][C:12]([CH:19]=[O:20])=[C:13]([Br:15])[N:14]=1, predict the reactants needed to synthesize it. The reactants are: [Li+].CC([N-]C(C)C)C.[Br:9][C:10]1[S:11][CH:12]=[C:13]([Br:15])[N:14]=1.CN([CH:19]=[O:20])C.